This data is from Catalyst prediction with 721,799 reactions and 888 catalyst types from USPTO. The task is: Predict which catalyst facilitates the given reaction. (1) Reactant: [O:1]1[CH2:7][CH2:6][CH2:5][O:4][C:3]2[C:8]([CH:12]=O)=[CH:9][CH:10]=[CH:11][C:2]1=2.[CH3:14][NH2:15].[BH4-].[Na+].O. Product: [O:1]1[CH2:7][CH2:6][CH2:5][O:4][C:3]2[C:8]([CH2:12][NH:15][CH3:14])=[CH:9][CH:10]=[CH:11][C:2]1=2. The catalyst class is: 5. (2) Reactant: [Cl:1][C:2]1[C:7]([CH3:8])=[C:6]([S:9](=[O:17])(=[O:16])[NH:10][C:11]([CH2:14][CH3:15])([CH3:13])[CH3:12])[CH:5]=[CH:4][C:3]=1[C:18]1[S:22][C:21]([C:23]([O:25]CC)=[O:24])=[N:20][C:19]=1[C:28]([N:30]1[CH2:35][CH2:34][CH:33]([CH3:36])[CH2:32][CH2:31]1)=[O:29].C1COCC1.[OH-].[K+]. Product: [Cl:1][C:2]1[C:7]([CH3:8])=[C:6]([S:9](=[O:17])(=[O:16])[NH:10][C:11]([CH2:14][CH3:15])([CH3:12])[CH3:13])[CH:5]=[CH:4][C:3]=1[C:18]1[S:22][C:21]([C:23]([OH:25])=[O:24])=[N:20][C:19]=1[C:28]([N:30]1[CH2:35][CH2:34][CH:33]([CH3:36])[CH2:32][CH2:31]1)=[O:29]. The catalyst class is: 6. (3) Reactant: Br[CH2:2][C:3]([C:5]1[C:6](=[O:16])[O:7][C:8]2[C:13]([CH:14]=1)=[CH:12][CH:11]=[C:10]([F:15])[CH:9]=2)=O.[F:17][C:18]1[C:19]([NH2:25])=[N:20][CH:21]=[C:22]([CH3:24])[CH:23]=1. Product: [F:15][C:10]1[CH:9]=[C:8]2[C:13]([CH:14]=[C:5]([C:3]3[N:25]=[C:19]4[C:18]([F:17])=[CH:23][C:22]([CH3:24])=[CH:21][N:20]4[CH:2]=3)[C:6](=[O:16])[O:7]2)=[CH:12][CH:11]=1. The catalyst class is: 14. (4) Reactant: [CH3:1][O:2][C:3]1[CH:8]=[C:7]([O:9][CH3:10])[CH:6]=[CH:5][C:4]=1[C:11](=[O:20])[CH2:12][CH2:13][CH:14]1[CH2:19][CH2:18][CH2:17][CH2:16][CH2:15]1.[Br:21]Br.O. Product: [Br:21][CH:12]([CH2:13][CH:14]1[CH2:19][CH2:18][CH2:17][CH2:16][CH2:15]1)[C:11]([C:4]1[CH:5]=[CH:6][C:7]([O:9][CH3:10])=[CH:8][C:3]=1[O:2][CH3:1])=[O:20]. The catalyst class is: 4. (5) Reactant: CN1[CH2:7][CH2:6][CH:5]([NH:8][C:9]2[CH:14]=[C:13]([C:15]([F:18])([F:17])[F:16])[CH:12]=[C:11]([NH2:19])[CH:10]=2)CC1.N1C=CC=CC=1.Cl[C:27]([O:29][C:30]1[CH:35]=[CH:34][CH:33]=[CH:32][CH:31]=1)=[O:28].Cl.[OH2:37]. Product: [C:5]([NH:8][C:9]1[CH:10]=[C:11]([NH:19][C:27](=[O:28])[O:29][C:30]2[CH:35]=[CH:34][CH:33]=[CH:32][CH:31]=2)[CH:12]=[C:13]([C:15]([F:16])([F:17])[F:18])[CH:14]=1)(=[O:37])[CH:6]=[CH2:7]. The catalyst class is: 2. (6) Reactant: [Br:1]Br.[CH2:3]([O:10][CH2:11][C:12]([C:14]1[CH:19]=[CH:18][CH:17]=[CH:16][CH:15]=1)=[O:13])[C:4]1[CH:9]=[CH:8][CH:7]=[CH:6][CH:5]=1. Product: [Br:1][CH:11]([O:10][CH2:3][C:4]1[CH:5]=[CH:6][CH:7]=[CH:8][CH:9]=1)[C:12]([C:14]1[CH:19]=[CH:18][CH:17]=[CH:16][CH:15]=1)=[O:13]. The catalyst class is: 28.